Dataset: Peptide-MHC class I binding affinity with 185,985 pairs from IEDB/IMGT. Task: Regression. Given a peptide amino acid sequence and an MHC pseudo amino acid sequence, predict their binding affinity value. This is MHC class I binding data. (1) The peptide sequence is TTKNGQPRK. The MHC is HLA-A30:01 with pseudo-sequence HLA-A30:01. The binding affinity (normalized) is 1.00. (2) The peptide sequence is ILLRKGHVF. The MHC is HLA-A69:01 with pseudo-sequence HLA-A69:01. The binding affinity (normalized) is 0.0847. (3) The peptide sequence is YTAVVPKVY. The MHC is HLA-B46:01 with pseudo-sequence HLA-B46:01. The binding affinity (normalized) is 0.303. (4) The peptide sequence is GLLQFIVFL. The MHC is HLA-A02:03 with pseudo-sequence HLA-A02:03. The binding affinity (normalized) is 0.173. (5) The peptide sequence is PEIRRWIIF. The MHC is HLA-A11:01 with pseudo-sequence HLA-A11:01. The binding affinity (normalized) is 0.0847.